From a dataset of Forward reaction prediction with 1.9M reactions from USPTO patents (1976-2016). Predict the product of the given reaction. (1) Given the reactants [NH:1]1[CH2:6][CH2:5][CH:4]([NH:7][C:8]([C:10]2[C:14]3[N:15]=[CH:16][N:17]=[C:18]([C:19]4[C:27]5[O:26][CH2:25][O:24][C:23]=5[CH:22]=[CH:21][C:20]=4[O:28][CH2:29][CH2:30][O:31][CH3:32])[C:13]=3[NH:12][CH:11]=2)=[O:9])[CH2:3][CH2:2]1.[CH3:33][O:34][CH2:35][C:36](Cl)=[O:37], predict the reaction product. The product is: [CH3:33][O:34][CH2:35][C:36]([N:1]1[CH2:2][CH2:3][CH:4]([NH:7][C:8]([C:10]2[C:14]3[N:15]=[CH:16][N:17]=[C:18]([C:19]4[C:27]5[O:26][CH2:25][O:24][C:23]=5[CH:22]=[CH:21][C:20]=4[O:28][CH2:29][CH2:30][O:31][CH3:32])[C:13]=3[NH:12][CH:11]=2)=[O:9])[CH2:5][CH2:6]1)=[O:37]. (2) Given the reactants [CH3:1][O:2][C:3](=[O:15])[C:4]1[CH:9]=[C:8](I)[C:7]([CH3:11])=[CH:6][C:5]=1[O:12][CH2:13][CH3:14].C([O-])(=O)C.[K+].[B:21]1([B:21]2[O:25][C:24]([CH3:27])([CH3:26])[C:23]([CH3:29])([CH3:28])[O:22]2)[O:25][C:24]([CH3:27])([CH3:26])[C:23]([CH3:29])([CH3:28])[O:22]1.CS(C)=O, predict the reaction product. The product is: [CH3:1][O:2][C:3](=[O:15])[C:4]1[CH:9]=[C:8]([B:21]2[O:25][C:24]([CH3:27])([CH3:26])[C:23]([CH3:29])([CH3:28])[O:22]2)[C:7]([CH3:11])=[CH:6][C:5]=1[O:12][CH2:13][CH3:14].